Dataset: Forward reaction prediction with 1.9M reactions from USPTO patents (1976-2016). Task: Predict the product of the given reaction. Given the reactants C(OC(=O)[NH:7][C:8]1[CH:13]=[CH:12][CH:11]=[C:10]([O:14][C:15]2[CH:20]=[CH:19][C:18]([NH:21][C:22]3[C:23]4[N:30]([CH2:31][CH2:32][O:33][CH2:34][CH2:35][OH:36])[CH:29]=[CH:28][C:24]=4[N:25]=[CH:26][N:27]=3)=[CH:17][C:16]=2[Cl:37])[CH:9]=1)(C)(C)C.Cl.C(OCC)(=O)C.[OH-].[Na+].O, predict the reaction product. The product is: [NH2:7][C:8]1[CH:9]=[C:10]([CH:11]=[CH:12][CH:13]=1)[O:14][C:15]1[CH:20]=[CH:19][C:18]([NH:21][C:22]2[C:23]3[N:30]([CH2:31][CH2:32][O:33][CH2:34][CH2:35][OH:36])[CH:29]=[CH:28][C:24]=3[N:25]=[CH:26][N:27]=2)=[CH:17][C:16]=1[Cl:37].